Dataset: Peptide-MHC class II binding affinity with 134,281 pairs from IEDB. Task: Regression. Given a peptide amino acid sequence and an MHC pseudo amino acid sequence, predict their binding affinity value. This is MHC class II binding data. The peptide sequence is EVKSSKPLVGPFNFR. The MHC is DRB1_0802 with pseudo-sequence DRB1_0802. The binding affinity (normalized) is 0.341.